Dataset: Full USPTO retrosynthesis dataset with 1.9M reactions from patents (1976-2016). Task: Predict the reactants needed to synthesize the given product. Given the product [Cl:1][C:2]1[C:7]([Cl:8])=[CH:6][C:5]2[NH:9][C:16](=[O:15])[CH2:17][C:18]([C:20]3[CH:25]=[CH:24][CH:23]=[C:22]([C:26]4[CH:27]=[C:28]([CH3:40])[N:29]=[C:30]([CH2:32][OH:33])[CH:31]=4)[CH:21]=3)=[N:10][C:4]=2[CH:3]=1, predict the reactants needed to synthesize it. The reactants are: [Cl:1][C:2]1[C:7]([Cl:8])=[CH:6][C:5]([NH2:9])=[C:4]([NH2:10])[CH:3]=1.C([O:15][C:16](=O)[CH2:17][C:18]([C:20]1[CH:25]=[CH:24][CH:23]=[C:22]([C:26]2[CH:31]=[C:30]([CH2:32][O:33]C3CCCCO3)[N:29]=[C:28]([CH3:40])[CH:27]=2)[CH:21]=1)=O)(C)(C)C.C(O)(C(F)(F)F)=O.